From a dataset of Reaction yield outcomes from USPTO patents with 853,638 reactions. Predict the reaction yield, written as a fraction of the theoretical maximum amount of product (1.0 means a 100% yield; for example, 0.34 means a 34% yield). (1) The reactants are [F:1][C:2]1[CH:7]=[CH:6][C:5]([C@@H:8]([NH:11][C:12](=[O:25])[C:13]2[CH:18]=[CH:17][C:16]([C@@H:19]3[O:24][CH2:23][CH2:22][NH:21][CH2:20]3)=[CH:15][CH:14]=2)[CH2:9]O)=[CH:4][CH:3]=1.C(N(S(F)(F)F)CC)C.[OH-].[NH4+].CCCCCCC.C(OC(=O)C)C. The catalyst is ClCCl. The product is [F:1][C:2]1[CH:3]=[CH:4][C:5]([C@@H:8]2[CH2:9][O:25][C:12]([C:13]3[CH:18]=[CH:17][C:16]([C@@H:19]4[O:24][CH2:23][CH2:22][NH:21][CH2:20]4)=[CH:15][CH:14]=3)=[N:11]2)=[CH:6][CH:7]=1. The yield is 0.370. (2) The reactants are [C:1]([O:5][C:6](=[O:25])[CH2:7][CH2:8][C@H:9]([NH:14][C:15]([O:17][CH2:18][C:19]1[CH:24]=[CH:23][CH:22]=[CH:21][CH:20]=1)=[O:16])/[CH:10]=[CH:11]/[O:12]C)([CH3:4])([CH3:3])[CH3:2].FC(F)(F)C(O)=O.C(OCC)(=O)C. The catalyst is C(#N)C.O. The product is [C:1]([O:5][C:6](=[O:25])[CH2:7][CH2:8][C@H:9]([NH:14][C:15]([O:17][CH2:18][C:19]1[CH:24]=[CH:23][CH:22]=[CH:21][CH:20]=1)=[O:16])[CH2:10][CH:11]=[O:12])([CH3:4])([CH3:2])[CH3:3]. The yield is 0.700. (3) The reactants are Cl[CH2:2][C:3]1[N:4]=[C:5]([N:9]2[CH2:14][CH2:13][O:12][CH2:11][CH2:10]2)[S:6][C:7]=1[CH3:8].[P:15]([O:22]CC)([O:19][CH2:20][CH3:21])[O:16][CH2:17][CH3:18]. The catalyst is C(OCC)(=O)C.CO. The product is [CH3:8][C:7]1[S:6][C:5]([N:9]2[CH2:14][CH2:13][O:12][CH2:11][CH2:10]2)=[N:4][C:3]=1[CH2:2][P:15](=[O:22])([O:19][CH2:20][CH3:21])[O:16][CH2:17][CH3:18]. The yield is 0.950. (4) The reactants are [F:1][C:2]1[CH:7]=[CH:6][CH:5]=[C:4]([F:8])[C:3]=1[NH:9][N:10]=[C:11]([CH3:17])[C:12]([O:14][CH2:15][CH3:16])=[O:13].O(Cl)Cl.[P+5].[C:22](=[O:25])(O)[O-].[Na+].[CH3:27]N(C)C=O. No catalyst specified. The product is [F:1][C:2]1[CH:7]=[CH:6][CH:5]=[C:4]([F:8])[C:3]=1[N:9]1[CH:27]=[C:17]([CH:22]=[O:25])[C:11]([C:12]([O:14][CH2:15][CH3:16])=[O:13])=[N:10]1. The yield is 0.730. (5) The reactants are COC1C=C(C(=O)CC(C2C=CC(OC)=C(OC)C=2O)=O)C=CC=1OC.[Cl-:27].O.[Cl:29][C:30]1C(=O)[C:38]2[C:33](=[C:34](OC)C(OC)=CC=2)[O:32][C:31]=1[C:45]1C=CC(OC)=C(OC)C=1. The catalyst is O1CCOCC1. The product is [Cl:27][CH2:30][Cl:29].[CH:31]([O:32][CH:33]([CH3:38])[CH3:34])([CH3:45])[CH3:30]. The yield is 0.765.